From a dataset of Forward reaction prediction with 1.9M reactions from USPTO patents (1976-2016). Predict the product of the given reaction. (1) Given the reactants [C:1]([C@@H:3]1[CH2:7][CH2:6][N:5]([C:8]([O:10]C(C)(C)C)=O)[CH2:4]1)#[N:2].Cl.O1CCOCC1.CCN([CH:28]([CH3:30])[CH3:29])C(C)C.C1(C(Cl)=O)CC1, predict the reaction product. The product is: [CH:28]1([C:8]([N:5]2[CH2:6][CH2:7][C@@H:3]([C:1]#[N:2])[CH2:4]2)=[O:10])[CH2:30][CH2:29]1. (2) Given the reactants [CH3:1][O:2][C:3]1[CH:4]=[C:5]2[C:10](=[CH:11][C:12]=1[O:13][CH3:14])[N:9]=[CH:8][N:7]=[C:6]2[O:15][C:16]1[CH:22]=[CH:21][C:19]([NH2:20])=[CH:18][CH:17]=1.Cl[C:24](Cl)([O:26][C:27](=[O:33])OC(Cl)(Cl)Cl)Cl.[N:35]1[CH:40]=[CH:39][C:38](CO)=[CH:37][CH:36]=1.C(=O)(O)[O-].[Na+], predict the reaction product. The product is: [CH3:1][O:2][C:3]1[CH:4]=[C:5]2[C:10](=[CH:11][C:12]=1[O:13][CH3:14])[N:9]=[CH:8][N:7]=[C:6]2[O:15][C:16]1[CH:22]=[CH:21][C:19]([NH:20][C:27](=[O:33])[O:26][CH2:24][C:38]2[CH:39]=[CH:40][N:35]=[CH:36][CH:37]=2)=[CH:18][CH:17]=1. (3) Given the reactants [NH2:1][CH2:2][C@@H:3]1[C@H:8]([CH3:9])[CH2:7][CH2:6][CH2:5][N:4]1[C:10]([C:12]1[CH:17]=[C:16]([CH3:18])[CH:15]=[CH:14][C:13]=1[C:19]1[CH:20]=[N:21][N:22]([CH3:24])[CH:23]=1)=[O:11].F[C:26]1[CH:31]=[CH:30][C:29]([C:32]([F:35])([F:34])[F:33])=[CH:28][N:27]=1.C([O-])([O-])=O.[K+].[K+], predict the reaction product. The product is: [CH3:9][C@@H:8]1[CH2:7][CH2:6][CH2:5][N:4]([C:10]([C:12]2[CH:17]=[C:16]([CH3:18])[CH:15]=[CH:14][C:13]=2[C:19]2[CH:20]=[N:21][N:22]([CH3:24])[CH:23]=2)=[O:11])[C@@H:3]1[CH2:2][NH:1][C:26]1[CH:31]=[CH:30][C:29]([C:32]([F:35])([F:34])[F:33])=[CH:28][N:27]=1. (4) Given the reactants [CH3:1][O:2][C:3]1[CH:8]=[CH:7][C:6]([S:9](Cl)(=[O:11])=[O:10])=[CH:5][CH:4]=1.Cl.[CH2:14]([O:21][NH:22][C:23]([C@H:25]1[C@@H:30]([CH3:31])[N:29]([S:32]([CH3:35])(=[O:34])=[O:33])[CH2:28][CH2:27][NH:26]1)=[O:24])[C:15]1[CH:20]=[CH:19][CH:18]=[CH:17][CH:16]=1, predict the reaction product. The product is: [CH2:14]([O:21][NH:22][C:23]([C@H:25]1[C@@H:30]([CH3:31])[N:29]([S:32]([CH3:35])(=[O:33])=[O:34])[CH2:28][CH2:27][N:26]1[S:9]([C:6]1[CH:7]=[CH:8][C:3]([O:2][CH3:1])=[CH:4][CH:5]=1)(=[O:11])=[O:10])=[O:24])[C:15]1[CH:16]=[CH:17][CH:18]=[CH:19][CH:20]=1. (5) Given the reactants [CH3:1][O:2][C:3]1[CH:8]=[CH:7][C:6]([C:9]2[NH:13][C:12]3[CH:14]=[C:15]([NH:18][C:19]([C:21]4[CH:30]=[CH:29][C:24]([C:25](OC)=[O:26])=[CH:23][CH:22]=4)=[O:20])[CH:16]=[CH:17][C:11]=3[N:10]=2)=[CH:5][CH:4]=1.CO[C:33]1[CH:38]=[CH:37][C:36]([C:39]2[NH:43]C3C=C(N)C=CC=3N=2)=[CH:35][CH:34]=1.ClC(C1C=CC(C([O:58][CH3:59])=O)=CC=1)=O.[N:62]1C=CC=CC=1, predict the reaction product. The product is: [CH3:59][O:58][C:38]1[CH:37]=[C:36]([CH:35]=[CH:34][CH:33]=1)/[CH:39]=[N:43]/[NH:62][C:25]([C:24]1[CH:23]=[CH:22][C:21]([C:19]([NH:18][C:15]2[CH:16]=[CH:17][C:11]3[N:10]=[C:9]([C:6]4[CH:7]=[CH:8][C:3]([O:2][CH3:1])=[CH:4][CH:5]=4)[NH:13][C:12]=3[CH:14]=2)=[O:20])=[CH:30][CH:29]=1)=[O:26]. (6) Given the reactants [F:1][C:2]([F:14])([F:13])[O:3][C:4]1[CH:12]=[CH:11][C:7]([C:8]([OH:10])=O)=[CH:6][CH:5]=1.[NH2:15][C@@H:16]1[C@H:20]2[O:21][CH2:22][C@H:23]([NH:24][C:25]([CH:27]3[CH2:29][CH2:28]3)=[O:26])[C@H:19]2[O:18][CH2:17]1, predict the reaction product. The product is: [CH:27]1([C:25]([NH:24][C@@H:23]2[C@H:19]3[O:18][CH2:17][C@H:16]([NH:15][C:8](=[O:10])[C:7]4[CH:6]=[CH:5][C:4]([O:3][C:2]([F:1])([F:14])[F:13])=[CH:12][CH:11]=4)[C@H:20]3[O:21][CH2:22]2)=[O:26])[CH2:28][CH2:29]1. (7) Given the reactants [CH:1]([C:4]1[CH:5]=[CH:6][C:7]([CH3:50])=[C:8]([N:10]2[CH2:49][CH2:48][C:13]3[N:14]=[C:15]([C:28]4[CH:36]=[CH:35][CH:34]=[C:33]5[C:29]=4[C:30]([CH3:47])=[CH:31][N:32]5S(C4C=CC(C)=CC=4)(=O)=O)[N:16]=[C:17]([N:18]4[CH2:23][CH2:22][C@H:21]([O:24][CH3:25])[C:20]([CH3:27])([CH3:26])[CH2:19]4)[C:12]=3[CH2:11]2)[CH:9]=1)([CH3:3])[CH3:2].[OH-].[K+].[OH-].[NH4+].O, predict the reaction product. The product is: [CH:1]([C:4]1[CH:5]=[CH:6][C:7]([CH3:50])=[C:8]([N:10]2[CH2:49][CH2:48][C:13]3[N:14]=[C:15]([C:28]4[CH:36]=[CH:35][CH:34]=[C:33]5[C:29]=4[C:30]([CH3:47])=[CH:31][NH:32]5)[N:16]=[C:17]([N:18]4[CH2:23][CH2:22][C@H:21]([O:24][CH3:25])[C:20]([CH3:26])([CH3:27])[CH2:19]4)[C:12]=3[CH2:11]2)[CH:9]=1)([CH3:3])[CH3:2]. (8) Given the reactants [Si]([O:8][C@@H:9]1[C@@:44]2([CH3:45])[C:13](=[CH:14][CH:15]=[C:16]3[C@@H:43]2[CH2:42][CH2:41][C@@:40]2([CH3:46])[C@H:17]3[CH2:18][CH:19]=[C:20]2[C@@H:21]([O:23][CH2:24][C:25]#[C:26][C:27]([CH2:38][CH3:39])([O:30][Si](CC)(CC)CC)[CH2:28][CH3:29])[CH3:22])[CH2:12][C@@H:11]([O:47][Si](C(C)(C)C)(C)C)[CH2:10]1)(C(C)(C)C)(C)C.[F-].C([N+](CCCC)(CCCC)CCCC)CCC, predict the reaction product. The product is: [OH:8][C@@H:9]1[C@@:44]2([CH3:45])[C:13](=[CH:14][CH:15]=[C:16]3[C@@H:43]2[CH2:42][CH2:41][C@@:40]2([CH3:46])[C@H:17]3[CH2:18][CH:19]=[C:20]2[C@@H:21]([O:23][CH2:24][C:25]#[C:26][C:27]([CH2:38][CH3:39])([OH:30])[CH2:28][CH3:29])[CH3:22])[CH2:12][C@@H:11]([OH:47])[CH2:10]1. (9) The product is: [OH:6][C:7]1[CH:32]=[CH:31][C:10]([CH2:11][C@@H:12]2[CH2:17][O:16][CH2:15][CH2:14][N:13]2[C:18]([C:20]2[CH:25]=[CH:24][CH:23]=[CH:22][C:21]=2[N:26]2[N:30]=[CH:29][CH:28]=[N:27]2)=[O:19])=[CH:9][C:8]=1[C:33]1[N:38]=[CH:37][CH:36]=[CH:35][N:34]=1. Given the reactants B(Br)(Br)Br.C[O:6][C:7]1[CH:32]=[CH:31][C:10]([CH2:11][C@@H:12]2[CH2:17][O:16][CH2:15][CH2:14][N:13]2[C:18]([C:20]2[CH:25]=[CH:24][CH:23]=[CH:22][C:21]=2[N:26]2[N:30]=[CH:29][CH:28]=[N:27]2)=[O:19])=[CH:9][C:8]=1[C:33]1[N:38]=[CH:37][CH:36]=[CH:35][N:34]=1, predict the reaction product.